Dataset: NCI-60 drug combinations with 297,098 pairs across 59 cell lines. Task: Regression. Given two drug SMILES strings and cell line genomic features, predict the synergy score measuring deviation from expected non-interaction effect. (1) Drug 1: CCC1(CC2CC(C3=C(CCN(C2)C1)C4=CC=CC=C4N3)(C5=C(C=C6C(=C5)C78CCN9C7C(C=CC9)(C(C(C8N6C=O)(C(=O)OC)O)OC(=O)C)CC)OC)C(=O)OC)O.OS(=O)(=O)O. Drug 2: CC1C(C(CC(O1)OC2CC(CC3=C2C(=C4C(=C3O)C(=O)C5=CC=CC=C5C4=O)O)(C(=O)C)O)N)O. Cell line: TK-10. Synergy scores: CSS=45.6, Synergy_ZIP=0.498, Synergy_Bliss=0.763, Synergy_Loewe=-1.19, Synergy_HSA=0.930. (2) Drug 1: C1=CN(C(=O)N=C1N)C2C(C(C(O2)CO)O)O.Cl. Drug 2: CC1C(C(CC(O1)OC2CC(OC(C2O)C)OC3=CC4=CC5=C(C(=O)C(C(C5)C(C(=O)C(C(C)O)O)OC)OC6CC(C(C(O6)C)O)OC7CC(C(C(O7)C)O)OC8CC(C(C(O8)C)O)(C)O)C(=C4C(=C3C)O)O)O)O. Cell line: U251. Synergy scores: CSS=47.4, Synergy_ZIP=-1.83, Synergy_Bliss=-4.98, Synergy_Loewe=-6.51, Synergy_HSA=-5.48. (3) Drug 1: CC(C)NC(=O)C1=CC=C(C=C1)CNNC.Cl. Drug 2: C1CNP(=O)(OC1)N(CCCl)CCCl. Cell line: NCI-H460. Synergy scores: CSS=-1.62, Synergy_ZIP=0.799, Synergy_Bliss=-0.0557, Synergy_Loewe=-1.57, Synergy_HSA=-1.84. (4) Drug 1: CC(C)(C#N)C1=CC(=CC(=C1)CN2C=NC=N2)C(C)(C)C#N. Drug 2: C1=NC2=C(N1)C(=S)N=CN2. Cell line: UACC-257. Synergy scores: CSS=13.6, Synergy_ZIP=-7.06, Synergy_Bliss=-0.161, Synergy_Loewe=-2.39, Synergy_HSA=0.426. (5) Drug 1: C1=CC=C(C(=C1)C(C2=CC=C(C=C2)Cl)C(Cl)Cl)Cl. Drug 2: CN1C2=C(C=C(C=C2)N(CCCl)CCCl)N=C1CCCC(=O)O.Cl. Cell line: MCF7. Synergy scores: CSS=0.822, Synergy_ZIP=-0.601, Synergy_Bliss=-1.74, Synergy_Loewe=-0.0740, Synergy_HSA=-1.80. (6) Drug 1: CC12CCC(CC1=CCC3C2CCC4(C3CC=C4C5=CN=CC=C5)C)O. Drug 2: CC1CCCC2(C(O2)CC(NC(=O)CC(C(C(=O)C(C1O)C)(C)C)O)C(=CC3=CSC(=N3)C)C)C. Cell line: MALME-3M. Synergy scores: CSS=3.53, Synergy_ZIP=0.176, Synergy_Bliss=2.63, Synergy_Loewe=-3.13, Synergy_HSA=-0.116. (7) Drug 1: CCCCC(=O)OCC(=O)C1(CC(C2=C(C1)C(=C3C(=C2O)C(=O)C4=C(C3=O)C=CC=C4OC)O)OC5CC(C(C(O5)C)O)NC(=O)C(F)(F)F)O. Drug 2: C(CCl)NC(=O)N(CCCl)N=O. Cell line: NCI-H522. Synergy scores: CSS=20.6, Synergy_ZIP=-12.4, Synergy_Bliss=-12.4, Synergy_Loewe=-28.2, Synergy_HSA=-12.0. (8) Synergy scores: CSS=40.5, Synergy_ZIP=-2.64, Synergy_Bliss=-1.79, Synergy_Loewe=-29.6, Synergy_HSA=-0.414. Cell line: NCI-H226. Drug 1: C(CC(=O)O)C(=O)CN.Cl. Drug 2: CC1C(C(CC(O1)OC2CC(CC3=C2C(=C4C(=C3O)C(=O)C5=CC=CC=C5C4=O)O)(C(=O)C)O)N)O.